This data is from Experimentally validated miRNA-target interactions with 360,000+ pairs, plus equal number of negative samples. The task is: Binary Classification. Given a miRNA mature sequence and a target amino acid sequence, predict their likelihood of interaction. (1) The miRNA is hsa-miR-6836-5p with sequence CGCAGGGCCCUGGCGCAGGCAU. The protein sequence of the target gene is MPEAGFQATNAFTECKFTCTSGKCLYLGSLVCNQQNDCGDNSDEENCLLVTEHPPPGIFNSELEFAQIIIIVVVVTVMVVVIVCLLNHYKVSTRSFINRPNQSRRREDGLPQEGCLWPSDSAAPRLGASEIMHAPRSRDRFTAPSFIQRDRFSRFQPTYPYVQHEIDLPPTISLSDGEEPPPYQGPCTLQLRDPEQQMELNRESVRAPPNRTIFDSDLIDIAMYSGGPCPPSSNSGISASTCSSNGRMEGPPPTYSEVMGHHPGASFLHHQRSNAHRGSRLQFQQNNAESTIVPIKGKDR.... Result: 1 (interaction). (2) The miRNA is hsa-miR-548ad-5p with sequence AAAAGUAAUUGUGGUUUUUG. The protein sequence of the target gene is MAAREELYSKVTPRRDRLQRPGTVKHGSALDVLLSMGFPRARAQKALASTGGRSVQAACDWLFSHVGDPFLDDPLPREYVLYLRPTGPLAQKLSDFWQQSKQICGKNKAHNIFPHITLCQFFMCEDSKVDALGEALQTTVSRWKCKFSAPLPLELYTSSNFIGLFVKEDSAEVLKKFAADFAAEAASKTEVHVEPHKKQLHVTLAYHFQASHLPTLEKLAQNIDVKLGCDWVATIFSRDIRFANHETLQVIYPYSPQNDDELELVPGDFIFMSPMEQTSTSEGWIYGTSLTTGCSGLLPE.... Result: 0 (no interaction). (3) The miRNA is hsa-miR-4418 with sequence CACUGCAGGACUCAGCAG. The protein sequence of the target gene is MACKISPGANSASLPGHPNKVICERVRLQSLFPLLPSDQNTTVQEDAHFKAFFQSEDSPSPKRQRLSHSVFDYTSASPAPSPPMRPWEMTSNRQPPSVRPSQHHFSGERCNTPARNRRSPPVRRQRGRRDRLSRHNSISQDENYHHLPYAQQQAIEEPRAFHPPNVSPRLLHPAAHPPQQNAVMVDIHDQLHQGTVPVSYTVTTVAPHGIPLCTGQHIPACSTQQVPGCSVVFSGQHLPVCSVPPPMLQACSVQHLPVPYAAFPPLISSDPFLIHPPHLSPHHPPHLPPPGQFVPFQTQQ.... Result: 1 (interaction). (4) The miRNA is hsa-miR-6747-5p with sequence AGGGGUGUGGAAAGAGGCAGAACA. The protein sequence of the target gene is MGDERPHYYGKHGTPQKYDPTFKGPIYNRGCTDIICCVFLLLAIVGYVAVGIIAWTHGDPRKVIYPTDSRGEFCGQKGTKNENKPYLFYFNIVKCASPLVLLEFQCPTPQICVEKCPDRYLTYLNARSSRDFEYYKQFCVPGFKNNKGVAEVLQDGDCPAVLIPSKPLARRCFPAIHAYKGVLMVGNETTYEDGHGSRKNITDLVEGAKKANGVLEARQLAMRIFEDYTVSWYWIIIGLVIAMAMSLLFIILLRFLAGIMVWVMIIMVILVLGYGIFHCYMEYSRLRGEAGSDVSLVDLG.... Result: 0 (no interaction).